This data is from Full USPTO retrosynthesis dataset with 1.9M reactions from patents (1976-2016). The task is: Predict the reactants needed to synthesize the given product. (1) Given the product [Cl:1][C:2]1[C:7]2[N:8]=[CH:9][N:10]([CH3:11])[C:6]=2[C:5]([C:12]([OH:14])=[O:13])=[CH:4][N:3]=1, predict the reactants needed to synthesize it. The reactants are: [Cl:1][C:2]1[C:7]2[N:8]=[CH:9][N:10]([CH3:11])[C:6]=2[C:5]([C:12]([O:14]CC)=[O:13])=[CH:4][N:3]=1.[OH-].[Na+].Cl. (2) Given the product [CH2:1]([O:8][CH2:9][CH2:10][O:11][C:12]1[N:13]=[CH:14][C:15]([NH:23][C:26](=[O:35])[O:50][C:46]([CH3:49])([CH3:48])[CH3:47])=[N:16][CH:17]=1)[C:2]1[CH:3]=[CH:4][CH:5]=[CH:6][CH:7]=1, predict the reactants needed to synthesize it. The reactants are: [CH2:1]([O:8][CH2:9][CH2:10][O:11][C:12]1[N:13]=[CH:14][C:15](C(O)=O)=[N:16][CH:17]=1)[C:2]1[CH:7]=[CH:6][CH:5]=[CH:4][CH:3]=1.C([N:23]([CH2:26]C)CC)C.C1(P(N=[N+]=[N-])(C2C=CC=CC=2)=[O:35])C=CC=CC=1.O.[C:46]([OH:50])([CH3:49])([CH3:48])[CH3:47].